From a dataset of Forward reaction prediction with 1.9M reactions from USPTO patents (1976-2016). Predict the product of the given reaction. Given the reactants [Cl:1][C:2]1[N:7]=[CH:6][C:5]([NH:8][C:9](=[O:34])[C:10]2[CH:15]=[C:14]([CH2:16][C:17]3[C:18](=[O:29])[C:19]([O:27][CH3:28])=[C:20]([O:25][CH3:26])[C:21](=[O:24])[C:22]=3[CH3:23])[CH:13]=[CH:12][C:11]=2[O:30]C(=O)C)=[CH:4][CH:3]=1.C(=O)([O-])O.[Na+], predict the reaction product. The product is: [Cl:1][C:2]1[N:7]=[CH:6][C:5]([NH:8][C:9](=[O:34])[C:10]2[CH:15]=[C:14]([CH2:16][C:17]3[C:18](=[O:29])[C:19]([O:27][CH3:28])=[C:20]([O:25][CH3:26])[C:21](=[O:24])[C:22]=3[CH3:23])[CH:13]=[CH:12][C:11]=2[OH:30])=[CH:4][CH:3]=1.